This data is from Forward reaction prediction with 1.9M reactions from USPTO patents (1976-2016). The task is: Predict the product of the given reaction. (1) Given the reactants [NH2:1][C@H:2]([C:6]([NH2:8])=[O:7])[CH:3]([CH3:5])[CH3:4].[CH2:9]1[CH2:15][S:12](=[O:14])(=[O:13])[O:11][CH2:10]1, predict the reaction product. The product is: [C:6]([C@@H:2]([NH:1][CH2:10][CH2:9][CH2:15][S:12]([OH:14])(=[O:13])=[O:11])[CH:3]([CH3:5])[CH3:4])(=[O:7])[NH2:8]. (2) Given the reactants Cl.[C:2]([O:6][C:7]([C:9]1[N:14]=[C:13]([CH:15]2[CH2:20][CH2:19][N:18](C(OC(C)(C)C)=O)[CH2:17][CH2:16]2)[CH:12]=[CH:11][CH:10]=1)=[O:8])([CH3:5])([CH3:4])[CH3:3].C([O-])(O)=O.[Na+].O, predict the reaction product. The product is: [C:2]([O:6][C:7]([C:9]1[N:14]=[C:13]([CH:15]2[CH2:20][CH2:19][NH:18][CH2:17][CH2:16]2)[CH:12]=[CH:11][CH:10]=1)=[O:8])([CH3:5])([CH3:3])[CH3:4]. (3) Given the reactants [F:1][C:2]1[C:18]([C:19]#[C:20][C:21]([OH:36])([C:23]2[N:24](COCC[Si](C)(C)C)[CH:25]=[CH:26][N:27]=2)[CH3:22])=[CH:17][C:5]2[C:6]3[N:7]([CH:11]=[C:12]([C:14]([NH2:16])=[O:15])[N:13]=3)[CH2:8][CH2:9][O:10][C:4]=2[CH:3]=1.C(O)(C(F)(F)F)=O.C(=O)([O-])[O-].[K+].[K+], predict the reaction product. The product is: [F:1][C:2]1[C:18]([C:19]#[C:20][C:21]([OH:36])([C:23]2[NH:27][CH:26]=[CH:25][N:24]=2)[CH3:22])=[CH:17][C:5]2[C:6]3[N:7]([CH:11]=[C:12]([C:14]([NH2:16])=[O:15])[N:13]=3)[CH2:8][CH2:9][O:10][C:4]=2[CH:3]=1. (4) The product is: [O:13]=[C:12]1[N:11]2[C@H:7]([S:8][CH:9]=[C:10]2[C:14]([OH:16])=[O:15])/[C:6]/1=[CH:5]\[C:28]1[C:36]2[CH2:35][CH:34]3[CH2:33][CH:32]([C:50]3([CH3:51])[CH3:49])[C:31]=2[N:30]([CH3:38])[N:29]=1. Given the reactants C(O[CH:5]([C:28]1[C:36]2[CH:35]3C[CH:32]([CH2:33][CH2:34]3)[C:31]=2[N:30]([CH3:38])[N:29]=1)[C:6]1(Br)[C:12](=[O:13])[N:11]2[C@@H:7]1[S:8][CH:9]=[C:10]2[C:14]([O:16]CC1C=CC([N+]([O-])=O)=CC=1)=[O:15])(=O)C.C(#N)C.P([O-])([O-])([O-])=O.[Al].O1C[CH2:51][CH2:50][CH2:49]1, predict the reaction product. (5) Given the reactants [CH3:1][C:2]([CH3:24])([CH3:23])[CH2:3][NH:4][C:5]1[N:10]=[CH:9][N:8]=[C:7]([NH:11][C:12]2[CH:13]=[C:14]([CH:19]=[CH:20][C:21]=2[CH3:22])[C:15]([NH:17][CH3:18])=[O:16])[CH:6]=1.C(=O)(O)[O-].[Na+].[Br:30]Br, predict the reaction product. The product is: [Br:30][C:6]1[C:7]([NH:11][C:12]2[CH:13]=[C:14]([CH:19]=[CH:20][C:21]=2[CH3:22])[C:15]([NH:17][CH3:18])=[O:16])=[N:8][CH:9]=[N:10][C:5]=1[NH:4][CH2:3][C:2]([CH3:24])([CH3:23])[CH3:1]. (6) Given the reactants BrP(C)(C1C=CC=CC=1)(C1C=CC=CC=1)[C:3]1C=CC=CC=1.CC([O-])(C)C.[K+].[F:28][C:29]1[CH:30]=[C:31]([CH:42]=[CH:43][C:44]=1[F:45])[O:32][C:33]1[CH:40]=[CH:39][C:36]([CH:37]=O)=[CH:35][C:34]=1[F:41], predict the reaction product. The product is: [F:28][C:29]1[CH:30]=[C:31]([CH:42]=[CH:43][C:44]=1[F:45])[O:32][C:33]1[CH:40]=[CH:39][C:36]([CH:37]=[CH2:3])=[CH:35][C:34]=1[F:41]. (7) The product is: [OH:1][C:2]1[CH:7]=[CH:6][C:5]([CH2:8][CH2:9][S:10][C@@H:11]([CH2:15][C:16]2[CH:21]=[CH:20][C:19]([CH2:22][CH2:23][O:24][C:25]3[CH:26]=[CH:27][C:28]([O:31][S:32]([CH3:35])(=[O:34])=[O:33])=[CH:29][CH:30]=3)=[CH:18][CH:17]=2)[C:12]([O-:14])=[O:13])=[CH:4][CH:3]=1.[C:36]([NH3+:40])([CH3:39])([CH3:38])[CH3:37]. Given the reactants [OH:1][C:2]1[CH:7]=[CH:6][C:5]([CH2:8][CH2:9][S:10][CH:11]([CH2:15][C:16]2[CH:21]=[CH:20][C:19]([CH2:22][CH2:23][O:24][C:25]3[CH:30]=[CH:29][C:28]([O:31][S:32]([CH3:35])(=[O:34])=[O:33])=[CH:27][CH:26]=3)=[CH:18][CH:17]=2)[C:12]([O-:14])=[O:13])=[CH:4][CH:3]=1.[C:36]([NH3+:40])([CH3:39])([CH3:38])[CH3:37], predict the reaction product. (8) Given the reactants [NH:1]1[C:9]2[C:4](=[CH:5][CH:6]=[CH:7][CH:8]=2)[C:3]([CH2:10][C:11]([OH:13])=O)=[CH:2]1.C1N=CN(C(N2C=NC=C2)=O)C=1.[NH2:26][C:27]1[S:28][C:29]([N+:32]([O-:34])=[O:33])=[CH:30][N:31]=1, predict the reaction product. The product is: [NH:1]1[C:9]2[C:4](=[CH:5][CH:6]=[CH:7][CH:8]=2)[C:3]([CH2:10][C:11]([NH:26][C:27]2[S:28][C:29]([N+:32]([O-:34])=[O:33])=[CH:30][N:31]=2)=[O:13])=[CH:2]1. (9) Given the reactants C(O[C:6]([N:8]1[CH2:13][CH2:12][C:11]([C:29]#[N:30])([C:14]2[N:18](S(=O)(=O)N(C)C)[C:17]3[CH:25]=[CH:26][CH:27]=[CH:28][C:16]=3[N:15]=2)[CH2:10][CH2:9]1)=O)(C)(C)C.FC(F)(F)C(O)=O.[N:38]1[C:43]2[NH:44][CH:45]=[CH:46][C:42]=2C=[N:40][CH:39]=1.CN1CCCC1, predict the reaction product. The product is: [NH:18]1[C:17]2[CH:25]=[CH:26][CH:27]=[CH:28][C:16]=2[N:15]=[C:14]1[C:11]1([C:29]#[N:30])[CH2:12][CH2:13][N:8]([C:6]2[C:42]3[CH:46]=[CH:45][NH:44][C:43]=3[N:38]=[CH:39][N:40]=2)[CH2:9][CH2:10]1.